The task is: Predict the reactants needed to synthesize the given product.. This data is from Full USPTO retrosynthesis dataset with 1.9M reactions from patents (1976-2016). (1) Given the product [Cl:1][C:2]1[CH:21]=[CH:20][C:5]2[N:6]([CH:11]3[CH2:12][C:13]4([CH2:16][S:15](=[O:18])(=[O:17])[CH2:14]4)[CH2:19]3)[C:7]([CH2:9][N:22]3[C:26]4=[CH:27][N:28]=[CH:29][CH:30]=[C:25]4[C:24]4([CH2:31][CH2:32]4)[C:23]3=[O:33])=[N:8][C:4]=2[CH:3]=1, predict the reactants needed to synthesize it. The reactants are: [Cl:1][C:2]1[CH:21]=[CH:20][C:5]2[N:6]([CH:11]3[CH2:19][C:13]4([CH2:16][S:15](=[O:18])(=[O:17])[CH2:14]4)[CH2:12]3)[C:7]([CH2:9]Cl)=[N:8][C:4]=2[CH:3]=1.[NH:22]1[C:26]2=[CH:27][N:28]=[CH:29][CH:30]=[C:25]2[C:24]2([CH2:32][CH2:31]2)[C:23]1=[O:33].C(=O)([O-])[O-].[Cs+].[Cs+]. (2) Given the product [Br:1][C:2]1[CH:7]=[CH:6][C:5]([CH:8]([OH:11])[CH2:9][Cl:10])=[C:4]([F:12])[CH:3]=1, predict the reactants needed to synthesize it. The reactants are: [Br:1][C:2]1[CH:7]=[CH:6][C:5]([C:8](=[O:11])[CH2:9][Cl:10])=[C:4]([F:12])[CH:3]=1.[BH4-].[Na+].O. (3) Given the product [N:22]1[C:21]2[NH:25][CH:26]=[CH:27][C:20]=2[C:19]([C:16]2[CH:17]=[CH:18][N:14]([C:12]3([CH2:36][C:37]#[N:38])[CH2:11][N:10]([CH:7]4[CH2:8][CH2:9][N:4]([C:47]([C:44]5[CH:43]=[N:42][C:41]([C:40]([F:50])([F:39])[F:51])=[CH:46][N:45]=5)=[O:48])[CH2:5][CH2:6]4)[CH2:13]3)[CH:15]=2)=[N:24][CH:23]=1, predict the reactants needed to synthesize it. The reactants are: Cl.Cl.Cl.[NH:4]1[CH2:9][CH2:8][CH:7]([N:10]2[CH2:13][C:12]([CH2:36][C:37]#[N:38])([N:14]3[CH:18]=[CH:17][C:16]([C:19]4[C:20]5[CH:27]=[CH:26][N:25](COCC[Si](C)(C)C)[C:21]=5[N:22]=[CH:23][N:24]=4)=[CH:15]3)[CH2:11]2)[CH2:6][CH2:5]1.[F:39][C:40]([F:51])([F:50])[C:41]1[N:42]=[CH:43][C:44]([C:47](O)=[O:48])=[N:45][CH:46]=1.